This data is from Full USPTO retrosynthesis dataset with 1.9M reactions from patents (1976-2016). The task is: Predict the reactants needed to synthesize the given product. (1) The reactants are: C[Li].Br[C:4]1[CH:9]=[CH:8][C:7]([C:10]2[O:11][CH:12]=[N:13][N:14]=2)=[CH:6][CH:5]=1.C([Li])CCC.C([O:23][B:24](OC(C)C)[O:25]C(C)C)(C)C. Given the product [O:11]1[CH:12]=[N:13][N:14]=[C:10]1[C:7]1[CH:8]=[CH:9][C:4]([B:24]([OH:25])[OH:23])=[CH:5][CH:6]=1, predict the reactants needed to synthesize it. (2) The reactants are: Br[C:2]1[CH:3]=[CH:4][C:5]2[C:9]3[CH:10]=[CH:11][C:12](Br)=[CH:13][C:8]=3[S:7](=[O:16])(=[O:15])[C:6]=2[CH:17]=1.[N:18]12[CH2:25][CH2:24][CH:21]([CH2:22][CH2:23]1)[C@@H:20]([OH:26])[CH2:19]2.N1C2C(=CC=C3C=2N=CC=C3)C=CC=1.C(=O)([O-])[O-].[Cs+].[Cs+]. Given the product [O:15]=[S:7]1(=[O:16])[C:6]2[CH:17]=[CH:2][CH:3]=[CH:4][C:5]=2[C:9]2[CH:10]=[CH:11][C:12]([O:26][C@@H:20]3[CH:21]4[CH2:24][CH2:25][N:18]([CH2:23][CH2:22]4)[CH2:19]3)=[CH:13][C:8]1=2, predict the reactants needed to synthesize it. (3) Given the product [NH:15]([C:13]1[S:14][C:10]2[CH2:9][CH2:8][CH2:7][CH:6]([C:4]([OH:5])=[O:3])[C:11]=2[N:12]=1)[C:16]([NH2:18])=[NH:17], predict the reactants needed to synthesize it. The reactants are: C([O:3][C:4]([CH:6]1[C:11]2[N:12]=[C:13]([NH:15][C:16]([NH2:18])=[NH:17])[S:14][C:10]=2[CH2:9][CH2:8][CH2:7]1)=[O:5])C.[OH-].[Na+].Cl. (4) The reactants are: Cl[C:2]([C:4]1[CH:13]=[CH:12][C:7]([C:8]([O:10][CH3:11])=[O:9])=[CH:6][CH:5]=1)=[O:3].[CH3:14][C:15]1[CH:16]=[C:17]([C:21]2[N:22]=[C:23]([NH2:32])[S:24][C:25]=2[C:26]2[CH:31]=[CH:30][N:29]=[CH:28][N:27]=2)[CH:18]=[CH:19][CH:20]=1.CN(C1C=CC=CN=1)C.C(=O)([O-])O.[Na+]. Given the product [CH3:14][C:15]1[CH:16]=[C:17]([C:21]2[N:22]=[C:23]([NH:32][C:2]([C:4]3[CH:13]=[CH:12][C:7]([C:8]([O:10][CH3:11])=[O:9])=[CH:6][CH:5]=3)=[O:3])[S:24][C:25]=2[C:26]2[CH:31]=[CH:30][N:29]=[CH:28][N:27]=2)[CH:18]=[CH:19][CH:20]=1, predict the reactants needed to synthesize it.